Dataset: Forward reaction prediction with 1.9M reactions from USPTO patents (1976-2016). Task: Predict the product of the given reaction. The product is: [NH:9]1[C:10]2[C:6](=[CH:5][CH:4]=[CH:3][C:2]=2[NH:1][C:25]([CH:22]2[CH2:21][CH2:20][N:19]([C:15]3[CH:16]=[CH:17][CH:18]=[C:13]([C:12]([F:29])([F:11])[F:28])[CH:14]=3)[CH2:24][CH2:23]2)=[O:26])[CH:7]=[CH:8]1. Given the reactants [NH2:1][C:2]1[CH:3]=[CH:4][CH:5]=[C:6]2[C:10]=1[NH:9][CH:8]=[CH:7]2.[F:11][C:12]([F:29])([F:28])[C:13]1[CH:14]=[C:15]([N:19]2[CH2:24][CH2:23][CH:22]([C:25](O)=[O:26])[CH2:21][CH2:20]2)[CH:16]=[CH:17][CH:18]=1, predict the reaction product.